This data is from NCI-60 drug combinations with 297,098 pairs across 59 cell lines. The task is: Regression. Given two drug SMILES strings and cell line genomic features, predict the synergy score measuring deviation from expected non-interaction effect. (1) Drug 1: CCC1=CC2CC(C3=C(CN(C2)C1)C4=CC=CC=C4N3)(C5=C(C=C6C(=C5)C78CCN9C7C(C=CC9)(C(C(C8N6C)(C(=O)OC)O)OC(=O)C)CC)OC)C(=O)OC.C(C(C(=O)O)O)(C(=O)O)O. Drug 2: CC1C(C(CC(O1)OC2CC(OC(C2O)C)OC3=CC4=CC5=C(C(=O)C(C(C5)C(C(=O)C(C(C)O)O)OC)OC6CC(C(C(O6)C)O)OC7CC(C(C(O7)C)O)OC8CC(C(C(O8)C)O)(C)O)C(=C4C(=C3C)O)O)O)O. Cell line: A498. Synergy scores: CSS=16.4, Synergy_ZIP=-4.44, Synergy_Bliss=2.73, Synergy_Loewe=1.99, Synergy_HSA=3.54. (2) Drug 1: CCC1(CC2CC(C3=C(CCN(C2)C1)C4=CC=CC=C4N3)(C5=C(C=C6C(=C5)C78CCN9C7C(C=CC9)(C(C(C8N6C=O)(C(=O)OC)O)OC(=O)C)CC)OC)C(=O)OC)O.OS(=O)(=O)O. Drug 2: C1=CC=C(C(=C1)C(C2=CC=C(C=C2)Cl)C(Cl)Cl)Cl. Cell line: SK-OV-3. Synergy scores: CSS=24.4, Synergy_ZIP=-5.27, Synergy_Bliss=-1.25, Synergy_Loewe=-10.4, Synergy_HSA=-1.40.